Dataset: Forward reaction prediction with 1.9M reactions from USPTO patents (1976-2016). Task: Predict the product of the given reaction. (1) Given the reactants Cl.[NH2:2][C@H:3]([CH2:15][C:16]1[CH:21]=[CH:20][C:19]([C:22]2[CH:27]=[CH:26][CH:25]=[C:24]([Cl:28])[CH:23]=2)=[CH:18][CH:17]=1)[CH2:4][C:5]([O:7][CH2:8][C:9]1[CH:14]=[CH:13][CH:12]=[CH:11][CH:10]=1)=[O:6].[CH2:29]([O:33][C:34](=[O:40])[CH2:35][CH2:36][C:37](O)=[O:38])[CH2:30][CH2:31][CH3:32].CCN=C=NCCCN(C)C.CCN(C(C)C)C(C)C.C1C=NC2N(O)N=NC=2C=1, predict the reaction product. The product is: [CH2:29]([O:33][C:34](=[O:40])[CH2:35][CH2:36][C:37]([NH:2][C@H:3]([CH2:15][C:16]1[CH:17]=[CH:18][C:19]([C:22]2[CH:27]=[CH:26][CH:25]=[C:24]([Cl:28])[CH:23]=2)=[CH:20][CH:21]=1)[CH2:4][C:5]([O:7][CH2:8][C:9]1[CH:10]=[CH:11][CH:12]=[CH:13][CH:14]=1)=[O:6])=[O:38])[CH2:30][CH2:31][CH3:32]. (2) Given the reactants [Br:1][C:2]1[CH:3]=[CH:4][C:5]2[O:9][C:8]3[CH:10]=[C:11]([S:14](Cl)(=[O:16])=[O:15])[CH:12]=[CH:13][C:7]=3[C:6]=2[CH:18]=1.Cl.[NH2:20][C@@H:21]([CH:29]([CH3:31])[CH3:30])[C:22]([O:24][C:25]([CH3:28])([CH3:27])[CH3:26])=[O:23].C(N(CC)C(C)C)(C)C, predict the reaction product. The product is: [Br:1][C:2]1[CH:3]=[CH:4][C:5]2[O:9][C:8]3[CH:10]=[C:11]([S:14]([NH:20][C@@H:21]([CH:29]([CH3:31])[CH3:30])[C:22]([O:24][C:25]([CH3:27])([CH3:26])[CH3:28])=[O:23])(=[O:16])=[O:15])[CH:12]=[CH:13][C:7]=3[C:6]=2[CH:18]=1.